This data is from Catalyst prediction with 721,799 reactions and 888 catalyst types from USPTO. The task is: Predict which catalyst facilitates the given reaction. (1) Reactant: C([O:3][C:4]([C:6]1([NH:15][C:16](=[O:28])[C:17]2[CH:22]=[CH:21][CH:20]=[C:19]([Cl:23])[C:18]=2[O:24][CH2:25][CH:26]=[CH2:27])[CH2:14][C:13]2[C:8](=[CH:9][CH:10]=[CH:11][CH:12]=2)[CH2:7]1)=[O:5])C.[OH-].[K+].O. Product: [CH2:25]([O:24][C:18]1[C:19]([Cl:23])=[CH:20][CH:21]=[CH:22][C:17]=1[C:16]([NH:15][C:6]1([C:4]([OH:5])=[O:3])[CH2:14][C:13]2[C:8](=[CH:9][CH:10]=[CH:11][CH:12]=2)[CH2:7]1)=[O:28])[CH:26]=[CH2:27]. The catalyst class is: 14. (2) Reactant: [N+:1]([O-:4])(O)=[O:2].[Br:5][C:6]1[CH:7]=[CH:8][C:9]([Cl:13])=[C:10]([OH:12])[CH:11]=1. Product: [Br:5][C:6]1[C:7]([N+:1]([O-:4])=[O:2])=[CH:8][C:9]([Cl:13])=[C:10]([OH:12])[CH:11]=1. The catalyst class is: 22. (3) Reactant: [CH2:1]([N:8]1[C:16]2[C:11](=[C:12]([N+:17]([O-])=O)[CH:13]=[CH:14][CH:15]=2)[CH:10]=[N:9]1)[C:2]1[CH:7]=[CH:6][CH:5]=[CH:4][CH:3]=1.[NH4+].[Cl-]. Product: [CH2:1]([N:8]1[C:16]2[CH:15]=[CH:14][CH:13]=[C:12]([NH2:17])[C:11]=2[CH:10]=[N:9]1)[C:2]1[CH:3]=[CH:4][CH:5]=[CH:6][CH:7]=1. The catalyst class is: 314. (4) Reactant: [CH3:1][O:2][C:3]([C:5]1[C:10]([NH:11][CH2:12][C:13]2[CH:18]=[CH:17][C:16]([O:19][CH3:20])=[C:15]([Cl:21])[CH:14]=2)=[N:9][C:8](Cl)=[CH:7][N:6]=1)=[O:4].[OH:23][CH2:24][CH:25]1[CH2:29][CH2:28][CH2:27][NH:26]1.C(N(CC)CC)C.O. Product: [CH3:1][O:2][C:3]([C:5]1[C:10]([NH:11][CH2:12][C:13]2[CH:18]=[CH:17][C:16]([O:19][CH3:20])=[C:15]([Cl:21])[CH:14]=2)=[N:9][C:8]([N:26]2[CH2:27][CH2:28][CH2:29][C@H:25]2[CH2:24][OH:23])=[CH:7][N:6]=1)=[O:4]. The catalyst class is: 7. (5) Reactant: [C:1]1([CH2:7][C:8]([O:10][CH2:11][CH:12]2[CH2:17][CH2:16][NH:15][CH2:14][CH2:13]2)=O)[CH:6]=[CH:5][CH:4]=[CH:3][CH:2]=1.[SiH](CC)(CC)CC. Product: [C:1]1([CH2:7][CH2:8][O:10][CH2:11][CH:12]2[CH2:17][CH2:16][NH:15][CH2:14][CH2:13]2)[CH:2]=[CH:3][CH:4]=[CH:5][CH:6]=1. The catalyst class is: 11. (6) Reactant: [C:1]1(=[O:7])[CH2:6][CH2:5][CH2:4][CH2:3][CH2:2]1.C(N(CC)C(C)C)(C)C.[CH2:17](Cl)[O:18]C. Product: [OH:18][CH2:17][C@@H:2]1[CH2:3][CH2:4][CH2:5][CH2:6][C:1]1=[O:7]. The catalyst class is: 2.